Dataset: Full USPTO retrosynthesis dataset with 1.9M reactions from patents (1976-2016). Task: Predict the reactants needed to synthesize the given product. (1) Given the product [NH2:9][CH:8]([CH2:13][C:14]1[CH:19]=[CH:18][CH:17]=[C:16]([O:20][C:21]([F:25])([F:26])[CH:22]([F:23])[F:24])[CH:15]=1)[CH:7]([C:5]1[S:6][C:2]([Cl:1])=[CH:3][CH:4]=1)[OH:11], predict the reactants needed to synthesize it. The reactants are: [Cl:1][C:2]1[S:6][C:5]([CH:7]2[O:11]C(=O)[NH:9][CH:8]2[CH2:13][C:14]2[CH:19]=[CH:18][CH:17]=[C:16]([O:20][C:21]([F:26])([F:25])[CH:22]([F:24])[F:23])[CH:15]=2)=[CH:4][CH:3]=1.[OH-].[Na+].O. (2) Given the product [CH2:1]([O:3][C:4](=[O:24])[C:5]1[CH:10]=[CH:9][C:8]([C:11]2[N:12]=[C:13]3[C:18](=[N:19][CH:20]=2)[N:17]=[C:16]([S:21][CH3:22])[N:15]=[C:14]3[NH:28][CH2:27][C:26]([F:30])([F:29])[F:25])=[CH:7][CH:6]=1)[CH3:2], predict the reactants needed to synthesize it. The reactants are: [CH2:1]([O:3][C:4](=[O:24])[C:5]1[CH:10]=[CH:9][C:8]([C:11]2[N:12]=[C:13]3[C:18](=[N:19][CH:20]=2)[N:17]=[C:16]([S:21][CH3:22])[N:15]=[C:14]3O)=[CH:7][CH:6]=1)[CH3:2].[F:25][C:26]([F:30])([F:29])[CH2:27][NH2:28].F[P-](F)(F)(F)(F)F.N1(O[P+](N(C)C)(N(C)C)N(C)C)C2C=CC=CC=2N=N1.CCN(C(C)C)C(C)C. (3) Given the product [CH2:1]([O:8][C:9]1[CH:24]=[CH:23][C:12]([CH2:13][C:14]2[C:19]([CH3:20])=[CH:18][C:17]([O:21][C:36]([CH3:43])([CH3:35])[C:37]([O:39][CH2:40][CH3:41])=[O:38])=[CH:16][C:15]=2[CH3:22])=[CH:11][C:10]=1[S:25]([C:28]1[CH:33]=[CH:32][C:31]([F:34])=[CH:30][CH:29]=1)(=[O:26])=[O:27])[C:2]1[CH:3]=[CH:4][CH:5]=[CH:6][CH:7]=1, predict the reactants needed to synthesize it. The reactants are: [CH2:1]([O:8][C:9]1[CH:24]=[CH:23][C:12]([CH2:13][C:14]2[C:19]([CH3:20])=[CH:18][C:17]([OH:21])=[CH:16][C:15]=2[CH3:22])=[CH:11][C:10]=1[S:25]([C:28]1[CH:33]=[CH:32][C:31]([F:34])=[CH:30][CH:29]=1)(=[O:27])=[O:26])[C:2]1[CH:7]=[CH:6][CH:5]=[CH:4][CH:3]=1.[CH3:35][C:36]([CH3:43])(Br)[C:37]([O:39][CH2:40][CH3:41])=[O:38]. (4) Given the product [C:9]([O:25][C:23](=[O:24])[CH2:19][C:10](=[O:12])[C:9]([C:7]1[CH:6]=[CH:5][CH:4]=[C:3]([O:2][CH3:1])[N:8]=1)([CH3:14])[CH3:13])([CH3:13])([CH3:10])[CH3:7], predict the reactants needed to synthesize it. The reactants are: [CH3:1][O:2][C:3]1[N:8]=[C:7]([C:9]([CH3:14])([CH3:13])[C:10]([OH:12])=O)[CH:6]=[CH:5][CH:4]=1.C([CH:19]([C:23]([OH:25])=[O:24])C(O)=O)(C)(C)C. (5) The reactants are: [CH3:1][O:2][C:3]1[CH:4]=[C:5]([NH:15][C:16]2[N:20]=[C:19]([NH2:21])[NH:18][N:17]=2)[CH:6]=[CH:7][C:8]=1[N:9]1[CH:13]=[C:12]([CH3:14])[N:11]=[CH:10]1.[CH2:22]([C:29]([C:31]([F:34])([F:33])[F:32])=O)[C:23]([C:25]([F:28])([F:27])[F:26])=O. Given the product [F:26][C:25]([F:27])([F:28])[C:23]1[CH:22]=[C:29]([C:31]([F:32])([F:33])[F:34])[N:18]2[N:17]=[C:16]([NH:15][C:5]3[CH:6]=[CH:7][C:8]([N:9]4[CH:13]=[C:12]([CH3:14])[N:11]=[CH:10]4)=[C:3]([O:2][CH3:1])[CH:4]=3)[N:20]=[C:19]2[N:21]=1, predict the reactants needed to synthesize it. (6) Given the product [Cl:17][C:14]1[CH:15]=[CH:16][C:11]([C:10]2[C:2]([O:18][CH2:19][CH:20]3[CH2:22][CH2:21]3)=[N:3][CH:4]=[C:5]([CH:9]=2)[C:6]([OH:8])=[O:7])=[CH:12][CH:13]=1, predict the reactants needed to synthesize it. The reactants are: Cl[C:2]1[C:10]([C:11]2[CH:16]=[CH:15][C:14]([Cl:17])=[CH:13][CH:12]=2)=[CH:9][C:5]([C:6]([OH:8])=[O:7])=[CH:4][N:3]=1.[OH:18][CH2:19][CH:20]1[CH2:22][CH2:21]1.[OH-].[K+].C(O)(=O)CC(CC(O)=O)(C(O)=O)O. (7) Given the product [F:1][C:2]1[C:3]([O:21][CH3:22])=[C:4]([CH:8]([CH2:18][CH2:19][CH3:20])[CH2:9][C:10]([C:13]([F:16])([F:14])[F:15])([OH:17])[CH:11]=[N:23][C:24]2[CH:33]=[CH:32][CH:31]=[C:30]3[C:25]=2[CH:26]=[N:27][C:28]([CH3:34])=[N:29]3)[CH:5]=[CH:6][CH:7]=1, predict the reactants needed to synthesize it. The reactants are: [F:1][C:2]1[C:3]([O:21][CH3:22])=[C:4]([CH:8]([CH2:18][CH2:19][CH3:20])[CH2:9][C:10]([OH:17])([C:13]([F:16])([F:15])[F:14])[CH:11]=O)[CH:5]=[CH:6][CH:7]=1.[NH2:23][C:24]1[CH:33]=[CH:32][CH:31]=[C:30]2[C:25]=1[CH:26]=[N:27][C:28]([CH3:34])=[N:29]2.O. (8) Given the product [F:1][CH:2]([F:18])[O:3][C:4]1[CH:5]=[CH:6][C:7]([C:10]2[CH:17]=[CH:16][C:13]([CH2:14][NH:15][C:32]([C:31]3[N:27]([CH3:26])[N:28]=[C:29]([CH2:35][CH3:36])[CH:30]=3)=[O:33])=[CH:12][CH:11]=2)=[CH:8][CH:9]=1, predict the reactants needed to synthesize it. The reactants are: [F:1][CH:2]([F:18])[O:3][C:4]1[CH:9]=[CH:8][C:7]([C:10]2[CH:17]=[CH:16][C:13]([CH2:14][NH2:15])=[CH:12][CH:11]=2)=[CH:6][CH:5]=1.C(N(CC)CC)C.[CH3:26][N:27]1[C:31]([C:32](Cl)=[O:33])=[CH:30][C:29]([CH2:35][CH3:36])=[N:28]1.O.